This data is from Full USPTO retrosynthesis dataset with 1.9M reactions from patents (1976-2016). The task is: Predict the reactants needed to synthesize the given product. (1) Given the product [CH2:13]([NH:15][C:16]([N:1]1[CH:5]=[CH:4][CH:3]=[N:2]1)=[O:17])[CH3:14], predict the reactants needed to synthesize it. The reactants are: [NH:1]1[CH:5]=[CH:4][CH:3]=[N:2]1.C(N(CC)CC)C.[CH2:13]([N:15]=[C:16]=[O:17])[CH3:14].Cl. (2) Given the product [CH3:17][P:15]([C:12]1[CH:13]=[CH:14][C:9]([NH:8][C:4]2[CH:3]=[C:2]([NH:36][C:26]34[CH2:27][CH:28]5[CH2:34][CH:32]([CH2:31][CH:30]([CH2:29]5)[CH2:35]3)[CH2:33]4)[N:7]=[CH:6][N:5]=2)=[CH:10][CH:11]=1)([CH3:18])=[O:16], predict the reactants needed to synthesize it. The reactants are: Cl[C:2]1[N:7]=[CH:6][N:5]=[C:4]([NH:8][C:9]2[CH:14]=[CH:13][C:12]([P:15]([CH3:18])([CH3:17])=[O:16])=[CH:11][CH:10]=2)[CH:3]=1.C(N(CC)CC)C.[C:26]12([NH2:36])[CH2:35][CH:30]3[CH2:31][CH:32]([CH2:34][CH:28]([CH2:29]3)[CH2:27]1)[CH2:33]2.